From a dataset of Forward reaction prediction with 1.9M reactions from USPTO patents (1976-2016). Predict the product of the given reaction. (1) Given the reactants [CH3:1][C:2]1([CH3:19])[C:10]2[C:5](=[CH:6][C:7]([N+:15]([O-:17])=[O:16])=[C:8]([NH:11]C(=O)C)[CH:9]=2)[NH:4][C:3]1=[O:18].Br[CH2:21][CH2:22][CH2:23][C:24]1[CH:25]=[N:26][CH:27]=[CH:28][CH:29]=1.C([O-])([O-])=O.[K+].[K+].C(Cl)Cl.CO, predict the reaction product. The product is: [NH2:11][C:8]1[CH:9]=[C:10]2[C:5](=[CH:6][C:7]=1[N+:15]([O-:17])=[O:16])[N:4]([CH2:21][CH2:22][CH2:23][C:24]1[CH:25]=[N:26][CH:27]=[CH:28][CH:29]=1)[C:3](=[O:18])[C:2]2([CH3:1])[CH3:19]. (2) Given the reactants [F:1][CH:2]([F:11])[O:3][C:4]1[CH:9]=[CH:8][C:7](I)=[CH:6][CH:5]=1.C(N(CC)CC)C.[OH:19][C:20]1[CH:21]=[C:22]([C:26]#[CH:27])[CH:23]=[CH:24][CH:25]=1.C(OCC)(=O)C, predict the reaction product. The product is: [F:1][CH:2]([F:11])[O:3][C:4]1[CH:9]=[CH:8][C:7]([C:27]#[C:26][C:22]2[CH:21]=[C:20]([OH:19])[CH:25]=[CH:24][CH:23]=2)=[CH:6][CH:5]=1. (3) Given the reactants [Si]([O:8][C@@H:9]([CH2:45][O:46][CH3:47])[CH2:10][O:11][C:12]1[C:16]([CH3:17])=[C:15]([NH:18][C:19]([NH:21][C@H:22]2[C@H:26]([C:27]3[CH:32]=[CH:31][C:30]([F:33])=[C:29]([F:34])[CH:28]=3)[CH2:25][N:24]([CH2:35][CH2:36][O:37][CH3:38])[CH2:23]2)=[O:20])[N:14]([C:39]2[CH:44]=[CH:43][CH:42]=[CH:41][CH:40]=2)[N:13]=1)(C(C)(C)C)(C)C.Cl, predict the reaction product. The product is: [F:34][C:29]1[CH:28]=[C:27]([C@@H:26]2[CH2:25][N:24]([CH2:35][CH2:36][O:37][CH3:38])[CH2:23][C@H:22]2[NH:21][C:19]([NH:18][C:15]2[N:14]([C:39]3[CH:40]=[CH:41][CH:42]=[CH:43][CH:44]=3)[N:13]=[C:12]([O:11][CH2:10][C@@H:9]([OH:8])[CH2:45][O:46][CH3:47])[C:16]=2[CH3:17])=[O:20])[CH:32]=[CH:31][C:30]=1[F:33]. (4) Given the reactants [F:1][C:2]1[CH:3]=[C:4]([C:8]2[C:12]([C:13]3[N:14]=[CH:15][NH:16][CH:17]=3)=[C:11]([CH3:18])[O:10][N:9]=2)[CH:5]=[CH:6][CH:7]=1.[CH2:19]([O:21][C:22](=[O:30])[C:23]1[CH:28]=[CH:27][CH:26]=[C:25](F)[CH:24]=1)[CH3:20], predict the reaction product. The product is: [CH2:19]([O:21][C:22](=[O:30])[C:23]1[CH:28]=[CH:27][C:26]([N:14]2[C:13]([C:12]3[C:8]([C:4]4[CH:5]=[CH:6][CH:7]=[C:2]([F:1])[CH:3]=4)=[N:9][O:10][C:11]=3[CH3:18])=[CH:17][N:16]=[CH:15]2)=[CH:25][CH:24]=1)[CH3:20]. (5) The product is: [N:1]1([C:30]([O:29][C:26]([CH3:28])([CH3:27])[CH3:25])=[O:31])[CH2:8][CH2:7][CH2:6][C@@H:2]1[C:3]([O:5][CH3:14])=[O:4]. Given the reactants [NH:1]1[CH2:8][CH2:7][CH2:6][C@@H:2]1[C:3]([OH:5])=[O:4].OS(O)(=O)=O.[C:14]([O-])([O-])=O.[K+].[K+].C([O-])(O)=O.[Na+].[CH3:25][C:26]([O:29][C:30](O[C:30]([O:29][C:26]([CH3:28])([CH3:27])[CH3:25])=[O:31])=[O:31])([CH3:28])[CH3:27], predict the reaction product. (6) Given the reactants [N:1]1[CH:6]=[CH:5][CH:4]=[C:3]([CH2:7][CH2:8][CH2:9][NH:10]C(=O)OC(C)(C)C)[CH:2]=1.C(O)(C(F)(F)F)=O, predict the reaction product. The product is: [N:1]1[CH:6]=[CH:5][CH:4]=[C:3]([CH2:7][CH2:8][CH2:9][NH2:10])[CH:2]=1. (7) Given the reactants Cl[C:2]1[CH:7]=[C:6]([O:8][CH2:9][C:10]#[C:11][CH3:12])[N:5]=[CH:4][N:3]=1.C(=O)([O-])[O-].[K+].[K+].[Cl:19][C:20]1[CH:25]=[C:24]([F:26])[CH:23]=[CH:22][C:21]=1[OH:27].[Cl-].[NH4+], predict the reaction product. The product is: [Cl:19][C:20]1[CH:25]=[C:24]([F:26])[CH:23]=[CH:22][C:21]=1[O:27][C:2]1[CH:7]=[C:6]([O:8][CH2:9][C:10]#[C:11][CH3:12])[N:5]=[CH:4][N:3]=1. (8) Given the reactants C(C(O)=O)(F)(F)F.C([O:12][C:13](=[O:41])[CH2:14][N:15]([S:23]([C:26]1[CH:35]=[C:34]2[C:29]([C:30]([Cl:40])=[CH:31][N:32]=[C:33]2[NH:36][C:37]([NH2:39])=[NH:38])=[CH:28][CH:27]=1)(=[O:25])=[O:24])[CH2:16][C:17]1[CH:18]=[N:19][CH:20]=[CH:21][CH:22]=1)(C)(C)C, predict the reaction product. The product is: [ClH:40].[ClH:40].[Cl:40][C:30]1[C:29]2[C:34](=[CH:35][C:26]([S:23]([N:15]([CH2:16][C:17]3[CH:18]=[N:19][CH:20]=[CH:21][CH:22]=3)[CH2:14][C:13]([OH:41])=[O:12])(=[O:24])=[O:25])=[CH:27][CH:28]=2)[C:33]([NH:36][C:37]([NH2:39])=[NH:38])=[N:32][CH:31]=1. (9) The product is: [F:23][C:24]1[CH:25]=[C:26]2[C:30](=[CH:31][CH:32]=1)[NH:29][C:28]([CH:15]([C:16]1[CH:21]=[CH:20][CH:19]=[CH:18][CH:17]=1)[C:4]1[C:5](=[O:6])[C:2]([CH3:1])([C:8]3[CH:13]=[CH:12][C:11]([CH3:14])=[CH:10][CH:9]=3)[C:3]=1[OH:7])=[C:27]2[CH3:33]. Given the reactants [CH3:1][C:2]1([C:8]2[CH:13]=[CH:12][C:11]([CH3:14])=[CH:10][CH:9]=2)[C:5](=[O:6])[CH2:4][C:3]1=[O:7].[CH:15](=O)[C:16]1[CH:21]=[CH:20][CH:19]=[CH:18][CH:17]=1.[F:23][C:24]1[CH:25]=[C:26]2[C:30](=[CH:31][CH:32]=1)[NH:29][CH:28]=[C:27]2[CH3:33], predict the reaction product. (10) Given the reactants [NH:1]([C:8]([C:10]1[CH:31]=[CH:30][C:13]2[N:14]([CH:17]([C:24]3[CH:29]=[CH:28][CH:27]=[CH:26][CH:25]=3)[CH2:18][C:19]([O:21]CC)=[O:20])[CH:15]=[N:16][C:12]=2[CH:11]=1)=[O:9])[C:2]1[CH:7]=[CH:6][CH:5]=[CH:4][CH:3]=1.C(#N)C, predict the reaction product. The product is: [NH:1]([C:8]([C:10]1[CH:31]=[CH:30][C:13]2[N:14]([CH:17]([C:24]3[CH:25]=[CH:26][CH:27]=[CH:28][CH:29]=3)[CH2:18][C:19]([OH:21])=[O:20])[CH:15]=[N:16][C:12]=2[CH:11]=1)=[O:9])[C:2]1[CH:3]=[CH:4][CH:5]=[CH:6][CH:7]=1.